Predict the product of the given reaction. From a dataset of Forward reaction prediction with 1.9M reactions from USPTO patents (1976-2016). (1) Given the reactants Br[C:2]1[CH:7]=[CH:6][C:5]([CH:8]([CH3:26])[C:9]([C:15]2[CH:16]=[CH:17][C:18]3[O:22][C:21](=[O:23])[N:20]([CH3:24])[C:19]=3[CH:25]=2)([OH:14])[C:10]([F:13])([F:12])[F:11])=[C:4]([C:27]([F:30])([F:29])[F:28])[CH:3]=1.[F:31][C:32]1[CH:33]=[C:34](B(O)O)[CH:35]=[CH:36][C:37]=1[C:38]([O:40][CH3:41])=[O:39], predict the reaction product. The product is: [CH3:41][O:40][C:38]([C:37]1[CH:36]=[CH:35][C:34]([C:2]2[CH:7]=[CH:6][C:5]([CH:8]([CH3:26])[C:9]([OH:14])([C:15]3[CH:16]=[CH:17][C:18]4[O:22][C:21](=[O:23])[N:20]([CH3:24])[C:19]=4[CH:25]=3)[C:10]([F:12])([F:13])[F:11])=[C:4]([C:27]([F:29])([F:30])[F:28])[CH:3]=2)=[CH:33][C:32]=1[F:31])=[O:39]. (2) Given the reactants FC(F)(F)C(O)=O.C1N2CN3CN(C2)CN1C3.[CH2:18]([C:30]1[C:35]([CH3:36])=[C:34]([CH2:37][OH:38])[C:33]([OH:39])=[C:32]([CH3:40])[CH:31]=1)[C:19]1[C:24]([CH3:25])=[C:23]([CH2:26][OH:27])[C:22]([OH:28])=[C:21]([CH3:29])[CH:20]=1.O, predict the reaction product. The product is: [CH2:18]([C:19]1[C:24]([CH3:25])=[C:23]([CH:26]=[O:27])[C:22]([OH:28])=[C:21]([CH3:29])[CH:20]=1)[C:30]1[C:35]([CH3:36])=[C:34]([CH:37]=[O:38])[C:33]([OH:39])=[C:32]([CH3:40])[CH:31]=1. (3) Given the reactants Cl[CH2:2][C:3]1[S:4][CH:5]=[C:6]([C:8]([NH:10][C:11]2[CH:19]=[C:18]([C:20]3[CH:21]=[N:22][C:23]([O:31][CH3:32])=[C:24]([NH:26][S:27]([CH3:30])(=[O:29])=[O:28])[CH:25]=3)[CH:17]=[C:16]3[C:12]=2[CH:13]=[N:14][N:15]3S(C2C=CC=CC=2)(=O)=O)=[O:9])[N:7]=1.[CH3:42][CH:43]([N:45]1[CH2:50][CH2:49][NH:48][CH2:47][CH2:46]1)[CH3:44].CCN(C(C)C)C(C)C.[I-].[Na+].C[Si](C)(C)[O-:64].[K+], predict the reaction product. The product is: [CH:32]([OH:31])=[O:64].[CH3:42][CH:43]([N:45]1[CH2:50][CH2:49][N:48]([CH2:2][C:3]2[S:4][CH:5]=[C:6]([C:8]([NH:10][C:11]3[CH:19]=[C:18]([C:20]4[CH:21]=[N:22][C:23]([O:31][CH3:32])=[C:24]([NH:26][S:27]([CH3:30])(=[O:29])=[O:28])[CH:25]=4)[CH:17]=[C:16]4[C:12]=3[CH:13]=[N:14][NH:15]4)=[O:9])[N:7]=2)[CH2:47][CH2:46]1)[CH3:44]. (4) Given the reactants [OH:1][CH2:2][CH2:3][CH2:4][O:5][C:6]1[CH:36]=[CH:35][C:9]2[CH2:10][N:11]([C:17]3[CH:26]=[C:25]([NH:27]C(=O)OC(C)(C)C)[C:24]4[C:19](=[CH:20][CH:21]=[CH:22][CH:23]=4)[N:18]=3)[CH2:12][CH2:13][S:14](=[O:16])(=[O:15])[C:8]=2[CH:7]=1.FC(F)(F)C(O)=O, predict the reaction product. The product is: [NH2:27][C:25]1[C:24]2[C:19](=[CH:20][CH:21]=[CH:22][CH:23]=2)[N:18]=[C:17]([N:11]2[CH2:10][C:9]3[CH:35]=[CH:36][C:6]([O:5][CH2:4][CH2:3][CH2:2][OH:1])=[CH:7][C:8]=3[S:14](=[O:15])(=[O:16])[CH2:13][CH2:12]2)[CH:26]=1. (5) Given the reactants [Cl:1][C:2]1[C:3]([CH3:13])=[N+:4]([O-:12])[CH:5]=[C:6]([CH3:11])[C:7]=1[N+]([O-])=O.P(Cl)(Cl)([Cl:16])=O.[OH-].[Na+].C(=O)(O)[O-].[Na+], predict the reaction product. The product is: [Cl:1][C:2]1[C:3]([CH3:13])=[N+:4]([O-:12])[CH:5]=[C:6]([CH3:11])[C:7]=1[Cl:16]. (6) Given the reactants [N:1]1([CH2:6][CH2:7][O:8][C:9]2[CH:14]=[CH:13][C:12]([NH2:15])=[CH:11][CH:10]=2)[CH2:5]CC[CH2:2]1.Cl.ClCCN(C)C, predict the reaction product. The product is: [CH3:2][N:1]([CH3:5])[CH2:6][CH2:7][O:8][C:9]1[CH:14]=[CH:13][C:12]([NH2:15])=[CH:11][CH:10]=1.